Dataset: Catalyst prediction with 721,799 reactions and 888 catalyst types from USPTO. Task: Predict which catalyst facilitates the given reaction. (1) Reactant: [N:1]1([C:5]2[C:14]3[C:9](=[N:10][C:11]([NH:16][CH2:17][C:18]4[CH:23]=[CH:22][CH:21]=[CH:20][CH:19]=4)=[C:12]([Cl:15])[N:13]=3)[N:8]=[C:7](Cl)[N:6]=2)[CH2:4][CH2:3][CH2:2]1.[NH:25]1[CH2:30][CH2:29][NH:28][CH2:27][CH2:26]1.O. Product: [N:1]1([C:5]2[C:14]3[C:9](=[N:10][C:11]([NH:16][CH2:17][C:18]4[CH:23]=[CH:22][CH:21]=[CH:20][CH:19]=4)=[C:12]([Cl:15])[N:13]=3)[N:8]=[C:7]([N:25]3[CH2:30][CH2:29][NH:28][CH2:27][CH2:26]3)[N:6]=2)[CH2:4][CH2:3][CH2:2]1. The catalyst class is: 12. (2) Reactant: [NH2:1][C:2]1[N:7]=[C:6]([Cl:8])[CH:5]=[C:4]([Cl:9])[N:3]=1.[C:10]1(C)[CH:15]=[CH:14][C:13](S(O)(=O)=O)=[CH:12][CH:11]=1. Product: [Cl:9][C:4]1[CH:5]=[C:6]([Cl:8])[N:7]=[C:2]([N:1]2[C:12]([CH3:13])=[CH:11][CH:10]=[C:15]2[CH3:14])[N:3]=1. The catalyst class is: 11. (3) Reactant: [CH3:1][O:2][C@@H:3]1[CH2:8][CH2:7][CH2:6][C@H:5]([O:9][C:10]2[C:15]([NH:16][C:17]3[C:18]4[C:25]([CH3:26])=[C:24]([C:27](O)=[O:28])[S:23][C:19]=4[N:20]=[CH:21][N:22]=3)=[CH:14][CH:13]=[CH:12][N:11]=2)[CH2:4]1.N.C[N:32](C(ON1N=NC2C=CC=CC1=2)=[N+](C)C)C.[B-](F)(F)(F)F. Product: [CH3:1][O:2][C@@H:3]1[CH2:8][CH2:7][CH2:6][C@H:5]([O:9][C:10]2[C:15]([NH:16][C:17]3[C:18]4[C:25]([CH3:26])=[C:24]([C:27]([NH2:32])=[O:28])[S:23][C:19]=4[N:20]=[CH:21][N:22]=3)=[CH:14][CH:13]=[CH:12][N:11]=2)[CH2:4]1. The catalyst class is: 3. (4) Reactant: Br[C:2]1[N:3]([C:8]2[CH:13]=[CH:12][CH:11]=[C:10]([O:14][CH3:15])[C:9]=2[N+:16]([O-:18])=[O:17])[CH:4]=[C:5]([CH3:7])[N:6]=1.[C:19]1([CH3:34])[CH:24]=[CH:23][CH:22]=[CH:21][C:20]=1OB(C1C=CC=CC=1)O.O1CCOCC1.C(=O)([O-])[O-].[K+].[K+]. Product: [CH3:15][O:14][C:10]1[C:9]([N+:16]([O-:18])=[O:17])=[C:8]([N:3]2[CH:4]=[C:5]([CH3:7])[N:6]=[C:2]2[C:20]2[CH:21]=[CH:22][CH:23]=[CH:24][C:19]=2[CH3:34])[CH:13]=[CH:12][CH:11]=1. The catalyst class is: 6. (5) Reactant: Br[C:2]1[CH:9]=[CH:8][C:5]([CH:6]=[O:7])=[CH:4][CH:3]=1.[CH3:10][PH:11](=[O:15])[O:12][CH2:13][CH3:14].C(N(CC)CC)C. Product: [CH:6]([C:5]1[CH:8]=[CH:9][C:2]([P:11]([CH3:10])(=[O:15])[O:12][CH2:13][CH3:14])=[CH:3][CH:4]=1)=[O:7]. The catalyst class is: 11. (6) Reactant: Cl[C:2](Cl)([O:4]C(=O)OC(Cl)(Cl)Cl)Cl.[Br:13][C:14]1[C:20]([Cl:21])=[CH:19][C:17]([NH2:18])=[C:16]([F:22])[CH:15]=1.CCN(C(C)C)C(C)C.[CH:32]1([C:35]([N:37]2[CH2:41][CH2:40][C@@H:39]([CH2:42][C:43]([NH:45][NH2:46])=[O:44])[CH2:38]2)=[O:36])[CH2:34][CH2:33]1. Product: [Br:13][C:14]1[C:20]([Cl:21])=[CH:19][C:17]([NH:18][C:2]([NH:46][NH:45][C:43](=[O:44])[CH2:42][C@@H:39]2[CH2:40][CH2:41][N:37]([C:35]([CH:32]3[CH2:34][CH2:33]3)=[O:36])[CH2:38]2)=[O:4])=[C:16]([F:22])[CH:15]=1. The catalyst class is: 4. (7) Reactant: [NH2:1][CH2:2][C@@H:3]1[O:7][C:6](=[O:8])[N:5]([C:9]2[CH:14]=[C:13]([F:15])[C:12]([N:16]3[CH2:21][CH2:20][CH:19]([N:22]4[N:26]=[N:25][CH:24]=[N:23]4)[CH2:18][CH2:17]3)=[C:11]([F:27])[CH:10]=2)[CH2:4]1.[Cl:28][CH:29]([Cl:33])[C:30](O)=[O:31].C1C=CC2N(O)N=NC=2C=1.CCN=C=NCCCN(C)C.Cl.CN1CCOCC1. Product: [F:27][C:11]1[CH:10]=[C:9]([N:5]2[CH2:4][C@H:3]([CH2:2][NH:1][C:30](=[O:31])[CH:29]([Cl:33])[Cl:28])[O:7][C:6]2=[O:8])[CH:14]=[C:13]([F:15])[C:12]=1[N:16]1[CH2:21][CH2:20][CH:19]([N:22]2[N:26]=[N:25][CH:24]=[N:23]2)[CH2:18][CH2:17]1. The catalyst class is: 9. (8) Reactant: [OH:1][CH:2]1[CH2:7][CH2:6][CH:5]([C:8]2[CH:13]=[CH:12][C:11]([OH:14])=[CH:10][CH:9]=2)[CH2:4][CH2:3]1.[CH2:15]([O:23][C:24]1[CH:32]=[CH:31][C:27]([C:28](O)=[O:29])=[CH:26][CH:25]=1)[CH2:16][CH2:17][CH2:18][CH2:19][CH2:20][CH2:21][CH3:22].CC(C)N=C=NC(C)C. Product: [OH:14][CH:11]1[CH2:10][CH2:9][CH:8]([C:5]2[CH:4]=[CH:3][C:2]([O:1][C:28](=[O:29])[C:27]3[CH:26]=[CH:25][C:24]([O:23][CH2:15][CH2:16][CH2:17][CH2:18][CH2:19][CH2:20][CH2:21][CH3:22])=[CH:32][CH:31]=3)=[CH:7][CH:6]=2)[CH2:13][CH2:12]1. The catalyst class is: 230.